Dataset: Full USPTO retrosynthesis dataset with 1.9M reactions from patents (1976-2016). Task: Predict the reactants needed to synthesize the given product. (1) Given the product [OH:8][C:9]1[C:14]([CH3:15])=[CH:13][C:12]([CH2:16][C@@H:17]([O:35][C:36]([N:38]2[CH2:39][CH2:40][CH:41]([N:44]3[CH2:50][CH2:49][C:48]4[CH:51]=[CH:52][CH:53]=[CH:54][C:47]=4[NH:46][C:45]3=[O:55])[CH2:42][CH2:43]2)=[O:37])[C:18]([N:20]2[CH2:21][CH2:22][CH:23]([N:26]3[CH2:31][CH2:30][CH:29]([C:32]([OH:34])=[O:33])[CH2:28][CH2:27]3)[CH2:24][CH2:25]2)=[O:19])=[CH:11][C:10]=1[CH3:56], predict the reactants needed to synthesize it. The reactants are: C([O:8][C:9]1[C:14]([CH3:15])=[CH:13][C:12]([CH2:16][C@@H:17]([O:35][C:36]([N:38]2[CH2:43][CH2:42][CH:41]([N:44]3[CH2:50][CH2:49][C:48]4[CH:51]=[CH:52][CH:53]=[CH:54][C:47]=4[NH:46][C:45]3=[O:55])[CH2:40][CH2:39]2)=[O:37])[C:18]([N:20]2[CH2:25][CH2:24][CH:23]([N:26]3[CH2:31][CH2:30][CH:29]([C:32]([OH:34])=[O:33])[CH2:28][CH2:27]3)[CH2:22][CH2:21]2)=[O:19])=[CH:11][C:10]=1[CH3:56])C1C=CC=CC=1.[H][H]. (2) Given the product [CH3:2][C:3]([CH3:33])([CH2:31][CH3:32])[CH2:4][C:5]1[N:6]=[C:7]([C:16]([OH:30])([CH3:29])[CH2:17][C:18]2[CH:19]=[CH:20][C:21]([C:24]3[CH:28]=[N:27][NH:26][CH:25]=3)=[CH:22][CH:23]=2)[NH:8][CH:9]=1, predict the reactants needed to synthesize it. The reactants are: Cl.[CH3:2][C:3]([CH3:33])([CH2:31][CH3:32])[CH2:4][C:5]1[N:6]=[C:7]([C:16]([OH:30])([CH3:29])[CH2:17][C:18]2[CH:23]=[CH:22][C:21]([C:24]3[CH:25]=[N:26][NH:27][CH:28]=3)=[CH:20][CH:19]=2)[N:8](S(N(C)C)(=O)=O)[CH:9]=1. (3) Given the product [CH:1]1([C:4]2[C:5]([O:14][CH2:15][C@H:16]3[CH2:17][CH2:18][C@@H:19]([C:22]([F:25])([F:23])[F:24])[CH2:20][CH2:21]3)=[CH:6][C:7]([F:13])=[C:8]([CH:12]=2)[C:9]([NH:40][S:37]([CH:34]2[CH2:36][CH2:35]2)(=[O:39])=[O:38])=[O:11])[CH2:3][CH2:2]1, predict the reactants needed to synthesize it. The reactants are: [CH:1]1([C:4]2[C:5]([O:14][CH2:15][C@H:16]3[CH2:21][CH2:20][C@@H:19]([C:22]([F:25])([F:24])[F:23])[CH2:18][CH2:17]3)=[CH:6][C:7]([F:13])=[C:8]([CH:12]=2)[C:9]([OH:11])=O)[CH2:3][CH2:2]1.N1(S(N)(=O)=O)CCC1.[CH:34]1([S:37]([NH2:40])(=[O:39])=[O:38])[CH2:36][CH2:35]1. (4) Given the product [CH2:33]([O:32][C:7]1[CH:6]=[C:5]([CH2:4][C:3]([OH:36])=[O:2])[CH:10]=[C:9]([S:11]([C:14]2[CH:19]=[CH:18][C:17]([O:20][C:21]3[CH:26]=[CH:25][C:24]([O:27][C:28]([F:29])([F:30])[F:31])=[CH:23][CH:22]=3)=[CH:16][CH:15]=2)(=[O:13])=[O:12])[CH:8]=1)[CH2:34][CH3:35], predict the reactants needed to synthesize it. The reactants are: C[O:2][C:3](=[O:36])[CH2:4][C:5]1[CH:10]=[C:9]([S:11]([C:14]2[CH:19]=[CH:18][C:17]([O:20][C:21]3[CH:26]=[CH:25][C:24]([O:27][C:28]([F:31])([F:30])[F:29])=[CH:23][CH:22]=3)=[CH:16][CH:15]=2)(=[O:13])=[O:12])[CH:8]=[C:7]([O:32][CH2:33][CH2:34][CH3:35])[CH:6]=1.[OH-].[Li+].O1CCCC1.Cl. (5) Given the product [CH3:22][N:21]([CH3:23])[C:18]1[CH:19]=[CH:20][C:15]([C:14]([NH:13][C:6]2[CH:7]=[CH:8][C:9]3[NH:10][C:32]([C:31]4[CH:34]=[CH:35][CH:36]=[C:29]([O:28][CH2:27][CH2:26][OH:25])[CH:30]=4)=[N:1][C:4]=3[CH:5]=2)=[O:24])=[CH:16][CH:17]=1, predict the reactants needed to synthesize it. The reactants are: [N+:1]([C:4]1[CH:5]=[C:6]([NH:13][C:14](=[O:24])[C:15]2[CH:20]=[CH:19][C:18]([N:21]([CH3:23])[CH3:22])=[CH:17][CH:16]=2)[CH:7]=[CH:8][C:9]=1[N+:10]([O-])=O)([O-])=O.[OH:25][CH2:26][CH2:27][O:28][C:29]1[CH:30]=[C:31]([CH:34]=[CH:35][CH:36]=1)[CH:32]=O. (6) Given the product [F:43][CH:42]([F:44])[CH2:41][N:23]1[C:24]2=[N:29][CH:28]=[CH:27][N:26]=[C:25]2[C:30]([OH:32])=[C:20]([C:13]2[C:14]([Cl:19])=[CH:15][CH:16]=[C:17]([Cl:18])[C:12]=2[Cl:11])[C:21]1=[O:22], predict the reactants needed to synthesize it. The reactants are: C[Si](C)(C)[N-][Si](C)(C)C.[Na+].[Cl:11][C:12]1[C:17]([Cl:18])=[CH:16][CH:15]=[C:14]([Cl:19])[C:13]=1[CH2:20][C:21]([NH:23][C:24]1[C:25]([C:30]([OH:32])=O)=[N:26][CH:27]=[CH:28][N:29]=1)=[O:22].O([CH2:41][CH:42]([F:44])[F:43])S(C(F)(F)F)(=O)=O.Cl.